Task: Predict the reactants needed to synthesize the given product.. Dataset: Full USPTO retrosynthesis dataset with 1.9M reactions from patents (1976-2016) (1) Given the product [O:13]1[CH2:18][CH2:17][CH:16]=[C:15]([O:19][S:27]([C:30]([F:33])([F:32])[F:31])(=[O:29])=[O:28])[CH2:14]1, predict the reactants needed to synthesize it. The reactants are: C(NC(C)C)(C)C.C([Li])CCC.[O:13]1[CH2:18][CH2:17][CH2:16][C:15](=[O:19])[CH2:14]1.C1C=CC(N([S:27]([C:30]([F:33])([F:32])[F:31])(=[O:29])=[O:28])[S:27]([C:30]([F:33])([F:32])[F:31])(=[O:29])=[O:28])=CC=1.C(=O)(O)[O-].[Na+]. (2) The reactants are: [NH2:1][C:2]1[C:7]([OH:8])=[CH:6][C:5]([Br:9])=[CH:4][N:3]=1.I[CH2:11][CH3:12].[OH-].[Na+]. Given the product [Br:9][C:5]1[CH:6]=[C:7]([O:8][CH2:11][CH3:12])[C:2]([NH2:1])=[N:3][CH:4]=1, predict the reactants needed to synthesize it. (3) Given the product [O:30]1[CH2:29][CH2:28][O:8][CH:7]1[C:5]1[O:6][C:2]([C:17]2[CH:18]=[C:19]3[C:23](=[CH:24][CH:25]=2)[C:22](=[O:26])[O:21][CH2:20]3)=[CH:3][CH:4]=1, predict the reactants needed to synthesize it. The reactants are: Br[C:2]1[O:6][C:5]([CH:7]=[O:8])=[CH:4][CH:3]=1.CC1(C)C(C)(C)OB([C:17]2[CH:18]=[C:19]3[C:23](=[CH:24][CH:25]=2)[C:22](=[O:26])[O:21][CH2:20]3)O1.[CH3:28][CH2:29][OH:30].